From a dataset of Reaction yield outcomes from USPTO patents with 853,638 reactions. Predict the reaction yield, written as a fraction of the theoretical maximum amount of product (1.0 means a 100% yield; for example, 0.34 means a 34% yield). (1) The catalyst is C1C=CC(/C=C/C(/C=C/C2C=CC=CC=2)=O)=CC=1.C1C=CC(/C=C/C(/C=C/C2C=CC=CC=2)=O)=CC=1.C1C=CC(/C=C/C(/C=C/C2C=CC=CC=2)=O)=CC=1.[Pd].[Pd].O1CCOCC1. The product is [Cl:10][C:6]1[N:5]=[CH:4][CH:3]=[C:2]([N:12]2[CH2:13][CH2:14][N:15]3[C:23]4[CH2:22][CH2:21][CH2:20][CH2:19][C:18]=4[CH:17]=[C:16]3[C:11]2=[O:24])[C:7]=1[CH:8]=[O:9]. The reactants are Br[C:2]1[C:7]([CH:8]=[O:9])=[C:6]([Cl:10])[N:5]=[CH:4][CH:3]=1.[C:11]1(=[O:24])[C:16]2=[CH:17][C:18]3[CH2:19][CH2:20][CH2:21][CH2:22][C:23]=3[N:15]2[CH2:14][CH2:13][NH:12]1.CC1(C)C2C(=C(P(C3C=CC=CC=3)C3C=CC=CC=3)C=CC=2)OC2C(P(C3C=CC=CC=3)C3C=CC=CC=3)=CC=CC1=2.C([O-])([O-])=O.[Cs+].[Cs+]. The yield is 0.800. (2) The reactants are [NH2:1][C:2](=O)[C@@H:3]([NH:12][C:13](=[O:19])[O:14][C:15]([CH3:18])([CH3:17])[CH3:16])[CH2:4][C:5]1[CH:10]=[CH:9][C:8]([Br:11])=[CH:7][CH:6]=1.O=P(Cl)(Cl)Cl. The catalyst is N1C=CC=CC=1. The product is [Br:11][C:8]1[CH:9]=[CH:10][C:5]([CH2:4][C@H:3]([NH:12][C:13](=[O:19])[O:14][C:15]([CH3:17])([CH3:16])[CH3:18])[C:2]#[N:1])=[CH:6][CH:7]=1. The yield is 0.693. (3) The reactants are [C:1]1([CH3:7])[CH:6]=[CH:5][CH:4]=[CH:3][CH:2]=1.[CH2:8]1[C@@H:13]([CH2:14][OH:15])[NH:12][C:10](=[O:11])[CH2:9]1.C(=O)C1C=CC=CC=1. The catalyst is C1(C)C=CC(S(O)(=O)=O)=CC=1.O. The product is [C:1]1([C@@H:7]2[N:12]3[C:10](=[O:11])[CH2:9][CH2:8][C@H:13]3[CH2:14][O:15]2)[CH:6]=[CH:5][CH:4]=[CH:3][CH:2]=1. The yield is 0.786. (4) The reactants are C(O[C:6]([N:8]1[CH2:13][CH2:12][O:11][CH2:10][C@@H:9]1[C:14]1[N:18]2[CH:19]=[C:20]([F:23])[CH:21]=[CH:22][C:17]2=[N:16][N:15]=1)=O)(C)(C)C.C(O)(C(F)(F)F)=O.C=O.C(O[BH-](OC(=O)C)OC(=O)C)(=O)C.[Na+]. The catalyst is C(Cl)Cl. The product is [F:23][C:20]1[CH:21]=[CH:22][C:17]2[N:18]([C:14]([C@H:9]3[CH2:10][O:11][CH2:12][CH2:13][N:8]3[CH3:6])=[N:15][N:16]=2)[CH:19]=1. The yield is 0.340. (5) The reactants are [C:1]([C:3]1[CH:8]=[CH:7][CH:6]=[C:5]([O:9][C:10]2[CH:15]=[CH:14][CH:13]=[C:12]([O:16][CH3:17])[CH:11]=2)[CH:4]=1)#[CH:2].I[C:19]1[CH:24]=[CH:23][C:22]([OH:25])=[CH:21][CH:20]=1.C(N(CC)CC)C. The catalyst is O1CCCC1.[Cu]I.Cl[Pd](Cl)([P](C1C=CC=CC=1)(C1C=CC=CC=1)C1C=CC=CC=1)[P](C1C=CC=CC=1)(C1C=CC=CC=1)C1C=CC=CC=1. The product is [CH3:17][O:16][C:12]1[CH:11]=[C:10]([CH:15]=[CH:14][CH:13]=1)[O:9][C:5]1[CH:4]=[C:3]([C:1]#[C:2][C:19]2[CH:24]=[CH:23][C:22]([OH:25])=[CH:21][CH:20]=2)[CH:8]=[CH:7][CH:6]=1. The yield is 0.190. (6) The reactants are C([C:5]([N:7]([CH2:12][C:13]1[CH:18]=[CH:17][C:16](B(O)O)=[CH:15][CH:14]=1)[CH2:8][CH2:9][CH2:10][F:11])=[O:6])(C)(C)C.CC[OH:24].[F:25][C:26]1[CH:27]=[C:28]([N:33]2[CH2:37][C@H:36]([CH2:38][NH:39][C:40](=[O:42])[CH3:41])[O:35][C:34]2=[O:43])[CH:29]=[CH:30][C:31]=1I.C([O-])([O-])=O.[K+].[K+].[C:50]1([CH3:56])[CH:55]=CC=C[CH:51]=1. The catalyst is C1C=CC([P]([Pd]([P](C2C=CC=CC=2)(C2C=CC=CC=2)C2C=CC=CC=2)([P](C2C=CC=CC=2)(C2C=CC=CC=2)C2C=CC=CC=2)[P](C2C=CC=CC=2)(C2C=CC=CC=2)C2C=CC=CC=2)(C2C=CC=CC=2)C2C=CC=CC=2)=CC=1.O. The product is [C:50]([O:24][C:5](=[O:6])[N:7]([CH2:12][C:13]1[CH:14]=[CH:15][C:16]([C:31]2[CH:30]=[CH:29][C:28]([N:33]3[CH2:37][C@H:36]([CH2:38][NH:39][C:40](=[O:42])[CH3:41])[O:35][C:34]3=[O:43])=[CH:27][C:26]=2[F:25])=[CH:17][CH:18]=1)[CH2:8][CH2:9][CH2:10][F:11])([CH3:56])([CH3:55])[CH3:51]. The yield is 0.300.